From a dataset of Forward reaction prediction with 1.9M reactions from USPTO patents (1976-2016). Predict the product of the given reaction. (1) Given the reactants [O:1]=[C:2]1[CH2:7][CH2:6][N:5]([C:8]([O:10][C:11]([CH3:14])([CH3:13])[CH3:12])=[O:9])[CH2:4][CH2:3]1.[CH3:15][O:16][C:17]1[CH:18]=[C:19]([Mg]Br)[CH:20]=[CH:21][CH:22]=1, predict the reaction product. The product is: [OH:1][C:2]1([C:21]2[CH:20]=[CH:19][CH:18]=[C:17]([O:16][CH3:15])[CH:22]=2)[CH2:3][CH2:4][N:5]([C:8]([O:10][C:11]([CH3:14])([CH3:13])[CH3:12])=[O:9])[CH2:6][CH2:7]1. (2) Given the reactants Cl[C:2]1[C:7]2=[N:8][N:9]=[CH:10][N:6]2[N:5]=[C:4]([C:11]2[CH:16]=[CH:15][C:14]([Cl:17])=[CH:13][C:12]=2[Cl:18])[N:3]=1.Cl.[NH2:20][C:21]1[C:26]([C:27](=[O:32])[C:28]([F:31])([F:30])[F:29])=[CH:25][CH:24]=[C:23]([NH:33][CH2:34][CH2:35][NH2:36])[N:22]=1.C(N(CC)C(C)C)(C)C, predict the reaction product. The product is: [NH2:20][C:21]1[C:26]([C:27](=[O:32])[C:28]([F:29])([F:31])[F:30])=[CH:25][CH:24]=[C:23]([NH:33][CH2:34][CH2:35][NH:36][C:2]2[C:7]3=[N:8][N:9]=[CH:10][N:6]3[N:5]=[C:4]([C:11]3[CH:16]=[CH:15][C:14]([Cl:17])=[CH:13][C:12]=3[Cl:18])[N:3]=2)[N:22]=1. (3) The product is: [CH:2]([C:5]1[CH:6]=[CH:7][C:8]([NH2:11])=[N:9][CH:10]=1)([CH2:3][CH3:4])[CH3:1]. Given the reactants [CH3:1][C:2]([C:5]1[CH:6]=[CH:7][C:8]([NH2:11])=[N:9][CH:10]=1)=[CH:3][CH3:4], predict the reaction product. (4) Given the reactants [Br:1]N1C(=O)NC(=O)N(Br)C1=O.[CH2:12]([O:19][C:20]1[CH:21]=[C:22]([C:30]2[CH:35]=[CH:34][C:33]([F:36])=[CH:32][C:31]=2[F:37])[CH:23]=[CH:24][C:25]=1[C:26]([O:28][CH3:29])=[O:27])[C:13]1[CH:18]=[CH:17][CH:16]=[CH:15][CH:14]=1.O, predict the reaction product. The product is: [CH2:12]([O:19][C:20]1[C:25]([C:26]([O:28][CH3:29])=[O:27])=[CH:24][C:23]([Br:1])=[C:22]([C:30]2[CH:35]=[CH:34][C:33]([F:36])=[CH:32][C:31]=2[F:37])[CH:21]=1)[C:13]1[CH:14]=[CH:15][CH:16]=[CH:17][CH:18]=1.